From a dataset of NCI-60 drug combinations with 297,098 pairs across 59 cell lines. Regression. Given two drug SMILES strings and cell line genomic features, predict the synergy score measuring deviation from expected non-interaction effect. (1) Drug 1: C1CCN(CC1)CCOC2=CC=C(C=C2)C(=O)C3=C(SC4=C3C=CC(=C4)O)C5=CC=C(C=C5)O. Drug 2: CC1CCCC2(C(O2)CC(NC(=O)CC(C(C(=O)C(C1O)C)(C)C)O)C(=CC3=CSC(=N3)C)C)C. Cell line: SF-268. Synergy scores: CSS=-1.74, Synergy_ZIP=1.15, Synergy_Bliss=5.00, Synergy_Loewe=-7.70, Synergy_HSA=0.712. (2) Drug 1: C1=NC2=C(N1)C(=S)N=C(N2)N. Drug 2: C1=NNC2=C1C(=O)NC=N2. Cell line: SK-OV-3. Synergy scores: CSS=33.9, Synergy_ZIP=-2.10, Synergy_Bliss=-3.12, Synergy_Loewe=-44.4, Synergy_HSA=-2.99. (3) Drug 1: CCCS(=O)(=O)NC1=C(C(=C(C=C1)F)C(=O)C2=CNC3=C2C=C(C=N3)C4=CC=C(C=C4)Cl)F. Drug 2: CC(C)NC(=O)C1=CC=C(C=C1)CNNC.Cl. Cell line: RXF 393. Synergy scores: CSS=-2.09, Synergy_ZIP=3.92, Synergy_Bliss=-3.16, Synergy_Loewe=-10.6, Synergy_HSA=-4.59. (4) Drug 1: C1=NC2=C(N1)C(=S)N=C(N2)N. Drug 2: CS(=O)(=O)OCCCCOS(=O)(=O)C. Cell line: CAKI-1. Synergy scores: CSS=49.4, Synergy_ZIP=-10.1, Synergy_Bliss=-8.55, Synergy_Loewe=-3.34, Synergy_HSA=-2.34. (5) Drug 1: CC1=C(N=C(N=C1N)C(CC(=O)N)NCC(C(=O)N)N)C(=O)NC(C(C2=CN=CN2)OC3C(C(C(C(O3)CO)O)O)OC4C(C(C(C(O4)CO)O)OC(=O)N)O)C(=O)NC(C)C(C(C)C(=O)NC(C(C)O)C(=O)NCCC5=NC(=CS5)C6=NC(=CS6)C(=O)NCCC[S+](C)C)O. Drug 2: CCC1(C2=C(COC1=O)C(=O)N3CC4=CC5=C(C=CC(=C5CN(C)C)O)N=C4C3=C2)O.Cl. Cell line: 786-0. Synergy scores: CSS=41.5, Synergy_ZIP=1.70, Synergy_Bliss=1.59, Synergy_Loewe=1.07, Synergy_HSA=4.67. (6) Drug 1: CS(=O)(=O)CCNCC1=CC=C(O1)C2=CC3=C(C=C2)N=CN=C3NC4=CC(=C(C=C4)OCC5=CC(=CC=C5)F)Cl. Drug 2: C1=NC2=C(N1)C(=S)N=CN2. Cell line: SK-MEL-2. Synergy scores: CSS=55.0, Synergy_ZIP=-2.96, Synergy_Bliss=-1.58, Synergy_Loewe=-16.2, Synergy_HSA=-1.25.